The task is: Predict the reaction yield, written as a fraction of the theoretical maximum amount of product (1.0 means a 100% yield; for example, 0.34 means a 34% yield).. This data is from Reaction yield outcomes from USPTO patents with 853,638 reactions. (1) The reactants are [CH3:1][C:2]1[O:6][N:5]=[C:4]([C:7]2[CH:12]=[CH:11][CH:10]=[CH:9][CH:8]=2)[C:3]=1[CH2:13][O:14][C:15]1[CH:24]=[CH:23][C:18]([C:19]([NH:21][NH2:22])=O)=[CH:17][N:16]=1.Cl.[C:26](N)(=[NH:28])[CH3:27]. The catalyst is CN(C=O)C.C(OC(=O)C)C. The product is [CH3:1][C:2]1[O:6][N:5]=[C:4]([C:7]2[CH:12]=[CH:11][CH:10]=[CH:9][CH:8]=2)[C:3]=1[CH2:13][O:14][C:15]1[CH:24]=[CH:23][C:18]([C:19]2[NH:28][C:26]([CH3:27])=[N:22][N:21]=2)=[CH:17][N:16]=1. The yield is 0.200. (2) The reactants are [F:1][C:2]([F:11])([F:10])[C:3]1[CH:8]=[CH:7][C:6]([OH:9])=[CH:5][CH:4]=1.BrBr.Br[C:15]1[CH:20]=C(C(F)(F)F)C=C[C:16]=1[OH:25].[H-].[Na+].C([Br:31])C=C.C(OCC=C)C=C.C(C1C(C(F)(F)F)=CC=C(Cl)C=1O)C=C.C(C1C=C(C(F)(F)F)C=C(Br)C=1O)C=C.ClC1C=C(C=CC=1)C(OO)=O.C(=O)([O-])[O-].[K+].[K+].ClC1C2OC(CO)CC=2C(C(F)(F)F)=CC=1. The catalyst is C(Cl)(Cl)(Cl)Cl.C1(C)C=C(C)C=C(C)C=1. The product is [Br:31][C:7]1[C:6]2[O:9][CH:15]([CH2:16][OH:25])[CH2:20][C:5]=2[CH:4]=[C:3]([C:2]([F:10])([F:11])[F:1])[CH:8]=1. The yield is 0.910. (3) The reactants are [I:1][C:2]1[C:10]2[C:5](=[CH:6][CH:7]=[C:8]([C:11]3[N:15]=[C:14]([NH:16][C:17](=[O:23])[O:18][C:19]([CH3:22])([CH3:21])[CH3:20])[S:13][N:12]=3)[CH:9]=2)[NH:4][CH:3]=1.[H-].[Na+].[CH3:26][C:27]1[CH:32]=[CH:31][C:30]([S:33](Cl)(=[O:35])=[O:34])=[CH:29][CH:28]=1. The catalyst is CN(C=O)C. The product is [I:1][C:2]1[C:10]2[C:5](=[CH:6][CH:7]=[C:8]([C:11]3[N:15]=[C:14]([NH:16][C:17](=[O:23])[O:18][C:19]([CH3:20])([CH3:22])[CH3:21])[S:13][N:12]=3)[CH:9]=2)[N:4]([S:33]([C:30]2[CH:31]=[CH:32][C:27]([CH3:26])=[CH:28][CH:29]=2)(=[O:35])=[O:34])[CH:3]=1. The yield is 0.467. (4) The reactants are Cl[C:2]1[N:3]=[C:4]([OH:12])[C:5]2[CH:11]=[CH:10][N:9]=[CH:8][C:6]=2[N:7]=1.C(OC(=O)[NH:19][CH2:20][CH:21]([C:23]1[CH:28]=[CH:27][C:26]([N:29]([C:31]2[CH:36]=[CH:35][C:34]([OH:37])=[CH:33][CH:32]=2)[CH3:30])=[CH:25][CH:24]=1)[CH3:22])(C)(C)C. No catalyst specified. The product is [NH2:19][CH2:20][CH:21]([C:23]1[CH:28]=[CH:27][C:26]([N:29]([CH3:30])[C:31]2[CH:36]=[CH:35][C:34]([O:37][C:2]3[N:3]=[C:4]([OH:12])[C:5]4[CH:11]=[CH:10][N:9]=[CH:8][C:6]=4[N:7]=3)=[CH:33][CH:32]=2)=[CH:25][CH:24]=1)[CH3:22]. The yield is 0.0330. (5) The reactants are FC1C=C(F)C=C2C=1C=NN2C.ClC1C=CC2N(C(C=O)=CN=2)N=1.[Cl:25][C:26]1[CH:27]=[CH:28][C:29]2[N:30]([C:32]([C:35]([C:38]3[C:39]([F:49])=[C:40]4[C:44](=[CH:45][C:46]=3[F:47])[N:43]([CH3:48])[N:42]=[CH:41]4)([OH:37])C)=[CH:33][N:34]=2)[N:31]=1. No catalyst specified. The product is [Cl:25][C:26]1[CH:27]=[CH:28][C:29]2[N:30]([C:32]([CH:35]([C:38]3[C:39]([F:49])=[C:40]4[C:44](=[CH:45][C:46]=3[F:47])[N:43]([CH3:48])[N:42]=[CH:41]4)[OH:37])=[CH:33][N:34]=2)[N:31]=1. The yield is 0.410. (6) The reactants are Cl.[CH3:2][O:3][C:4]1[CH:5]=[C:6]2[C:10](=[CH:11][C:12]=1[O:13][CH3:14])[C:9](=O)[CH2:8][CH:7]2[CH3:16]. The catalyst is O.C1(C)C=CC=CC=1.[Zn]. The product is [CH3:14][O:13][C:12]1[CH:11]=[C:10]2[C:6](=[CH:5][C:4]=1[O:3][CH3:2])[CH:7]([CH3:16])[CH2:8][CH2:9]2. The yield is 0.750. (7) The reactants are Cl.[NH2:2][CH2:3][C:4]([C:6]1[CH:11]=[CH:10][CH:9]=[CH:8][CH:7]=1)=[O:5].C(N(CC)CC)C.[CH3:19][S:20](Cl)(=[O:22])=[O:21].Cl. The catalyst is ClCCl.O. The product is [CH3:19][S:20]([NH:2][CH2:3][C:4]([C:6]1[CH:11]=[CH:10][CH:9]=[CH:8][CH:7]=1)=[O:5])(=[O:22])=[O:21]. The yield is 0.570. (8) The reactants are Br[C:2]1[CH:7]=[CH:6][CH:5]=[C:4]([CH2:8][F:9])[N:3]=1.[CH2:10]([N:14]1[CH:22]=[C:21]2[C:16]([CH:17]=[C:18]([F:23])[CH:19]=[CH:20]2)=[N:15]1)[CH2:11][C:12]#[CH:13]. No catalyst specified. The product is [F:23][C:18]1[CH:19]=[CH:20][C:21]2[C:16]([CH:17]=1)=[N:15][N:14]([CH2:10][CH2:11][C:12]#[C:13][C:2]1[CH:7]=[CH:6][CH:5]=[C:4]([CH2:8][F:9])[N:3]=1)[CH:22]=2. The yield is 0.270. (9) The reactants are [N+:1]([C:4]1[CH:5]=[N:6][CH:7]=[CH:8][C:9]=1[C:10]1[CH2:15][CH2:14][CH2:13][C:12](=[O:16])[CH:11]=1)([O-:3])=[O:2].[BH4-].[Na+]. The catalyst is CCO. The product is [N+:1]([C:4]1[CH:5]=[N:6][CH:7]=[CH:8][C:9]=1[C:10]1[CH2:15][CH2:14][CH2:13][CH:12]([OH:16])[CH:11]=1)([O-:3])=[O:2]. The yield is 0.990.